Dataset: Forward reaction prediction with 1.9M reactions from USPTO patents (1976-2016). Task: Predict the product of the given reaction. (1) Given the reactants [H-].[Na+].[CH2:3]1[C:11]2[C:6](=[CH:7][CH:8]=[CH:9][CH:10]=2)[CH2:5][C:4]1=O.[OH2:13].[CH2:14]1[CH2:18][O:17][CH2:16][CH2:15]1, predict the reaction product. The product is: [CH2:3]1[C:11]2[C:6](=[CH:7][CH:8]=[CH:9][CH:10]=2)[CH2:5][C:4]1=[CH:15][C:16]([O:17][CH2:18][CH3:14])=[O:13]. (2) Given the reactants [CH3:1][O:2][C:3]1[CH:4]=[C:5]([O:16][C:17]2[CH:22]=[CH:21][C:20]([S:23]([CH3:26])(=[O:25])=[O:24])=[CH:19][N:18]=2)[CH:6]=[C:7]2[C:11]=1[NH:10][C:9]([C:12]([O:14]C)=[O:13])=[CH:8]2.[OH-].[Na+], predict the reaction product. The product is: [CH3:1][O:2][C:3]1[CH:4]=[C:5]([O:16][C:17]2[CH:22]=[CH:21][C:20]([S:23]([CH3:26])(=[O:25])=[O:24])=[CH:19][N:18]=2)[CH:6]=[C:7]2[C:11]=1[NH:10][C:9]([C:12]([OH:14])=[O:13])=[CH:8]2. (3) Given the reactants [Cl:1][C:2]1[CH:3]=[C:4]([CH:16]=[CH:17][C:18]=1[Cl:19])[CH2:5][NH:6][C:7]1[CH:8]=[CH:9][C:10]2[N:11]([CH:13]=[CH:14][N:15]=2)[N:12]=1.[I:20]N1C(=O)CCC1=O, predict the reaction product. The product is: [Cl:1][C:2]1[CH:3]=[C:4]([CH:16]=[CH:17][C:18]=1[Cl:19])[CH2:5][NH:6][C:7]1[CH:8]=[CH:9][C:10]2[N:11]([C:13]([I:20])=[CH:14][N:15]=2)[N:12]=1. (4) Given the reactants [Li+].[Cl-].[Cl:3][C:4]([Cl:15])([Cl:14])[C@@H:5]1[N:9]2[CH2:10][CH2:11][CH2:12][C@H:8]2[C:7](=[O:13])[O:6]1.[Li+].CC([N-]C(C)C)C.[CH:24](OC)=[O:25].C(O)(=O)CC(CC(O)=O)(C(O)=O)O, predict the reaction product. The product is: [O:13]=[C:7]1[O:6][C@H:5]([C:4]([Cl:3])([Cl:14])[Cl:15])[N:9]2[CH2:10][CH2:11][CH2:12][C@@:8]12[CH:24]=[O:25]. (5) Given the reactants [CH2:1]([O:3][C:4]([C:6]1[C:7](=O)[C:8]2[S:14][CH:13]=[C:12]([CH3:15])[C:9]=2[NH:10][CH:11]=1)=[O:5])[CH3:2].P(Cl)(Cl)(Cl)=O, predict the reaction product. The product is: [CH2:1]([O:3][C:4]([C:6]1[CH:7]=[C:8]2[S:14][CH:13]=[C:12]([CH3:15])[C:9]2=[N:10][CH:11]=1)=[O:5])[CH3:2]. (6) The product is: [CH3:13][C@@:2]1([CH2:5][CH2:6][C:7]2[N:8]([CH3:12])[CH:9]=[CH:10][CH:11]=2)[CH2:3][O:4][C:14](=[O:15])[NH:1]1. Given the reactants [NH2:1][C@:2]([CH3:13])([CH2:5][CH2:6][C:7]1[N:8]([CH3:12])[CH:9]=[CH:10][CH:11]=1)[CH2:3][OH:4].[C:14](OC(OC(C)(C)C)=O)(OC(C)(C)C)=[O:15].C(N(CC)CC)C.O, predict the reaction product. (7) Given the reactants [C:1]([O:5][C:6](=[O:24])[CH2:7][CH2:8][CH2:9][CH2:10][CH2:11][CH2:12][CH2:13][CH2:14][CH2:15][CH2:16][CH2:17][CH2:18][CH2:19][CH2:20]CCN)([CH3:4])([CH3:3])[CH3:2].C(OC(COC(C[NH:37]CC(O)=O)=O)=O)(C)(C)C, predict the reaction product. The product is: [C:1]([O:5][C:6](=[O:24])[CH2:7][CH2:8][CH2:9][CH2:10][CH2:11][CH2:12][CH2:13][CH2:14][CH2:15][CH2:16][CH2:17][CH2:18][CH2:19][CH2:20][NH2:37])([CH3:4])([CH3:3])[CH3:2]. (8) Given the reactants Br[C:2]1[N:7]=[C:6]([C:8]2[N:17]=[C:16]([NH:18][C:19]3[CH:24]=[CH:23][C:22]([Cl:25])=[CH:21][CH:20]=3)[C:15]3[C:10](=[CH:11][CH:12]=[CH:13][CH:14]=3)[N:9]=2)[CH:5]=[CH:4][CH:3]=1.[CH3:26][O-:27].[Na+], predict the reaction product. The product is: [Cl:25][C:22]1[CH:23]=[CH:24][C:19]([NH:18][C:16]2[C:15]3[C:10](=[CH:11][CH:12]=[CH:13][CH:14]=3)[N:9]=[C:8]([C:6]3[CH:5]=[CH:4][CH:3]=[C:2]([O:27][CH3:26])[N:7]=3)[N:17]=2)=[CH:20][CH:21]=1. (9) Given the reactants [NH:1]([C:3]1[N:11]=[C:10]2[C:6]([N:7]=[CH:8][N:9]2[CH3:12])=[C:5]([NH:13][CH2:14][CH2:15][C:16]2[CH:21]=[CH:20][CH:19]=[CH:18][CH:17]=2)[N:4]=1)[NH2:2].[CH3:22][C:23](=O)[CH2:24][C:25](=O)[CH3:26], predict the reaction product. The product is: [CH3:22][C:23]1[CH:24]=[C:25]([CH3:26])[N:1]([C:3]2[N:11]=[C:10]3[C:6]([N:7]=[CH:8][N:9]3[CH3:12])=[C:5]([NH:13][CH2:14][CH2:15][C:16]3[CH:21]=[CH:20][CH:19]=[CH:18][CH:17]=3)[N:4]=2)[N:2]=1.